Dataset: NCI-60 drug combinations with 297,098 pairs across 59 cell lines. Task: Regression. Given two drug SMILES strings and cell line genomic features, predict the synergy score measuring deviation from expected non-interaction effect. (1) Drug 1: C1CN1C2=NC(=NC(=N2)N3CC3)N4CC4. Drug 2: C1=C(C(=O)NC(=O)N1)N(CCCl)CCCl. Cell line: SW-620. Synergy scores: CSS=34.3, Synergy_ZIP=-10.2, Synergy_Bliss=-3.66, Synergy_Loewe=0.442, Synergy_HSA=1.94. (2) Drug 1: CN(C)C1=NC(=NC(=N1)N(C)C)N(C)C. Drug 2: C1C(C(OC1N2C=NC3=C2NC=NCC3O)CO)O. Cell line: SN12C. Synergy scores: CSS=0.527, Synergy_ZIP=-1.33, Synergy_Bliss=-3.00, Synergy_Loewe=-5.80, Synergy_HSA=-3.76. (3) Drug 1: COC1=C(C=C2C(=C1)N=CN=C2NC3=CC(=C(C=C3)F)Cl)OCCCN4CCOCC4. Drug 2: CCCS(=O)(=O)NC1=C(C(=C(C=C1)F)C(=O)C2=CNC3=C2C=C(C=N3)C4=CC=C(C=C4)Cl)F. Cell line: NCI-H460. Synergy scores: CSS=10.6, Synergy_ZIP=-5.67, Synergy_Bliss=-2.88, Synergy_Loewe=-9.43, Synergy_HSA=-4.39. (4) Drug 1: CC(C1=C(C=CC(=C1Cl)F)Cl)OC2=C(N=CC(=C2)C3=CN(N=C3)C4CCNCC4)N. Drug 2: CC(C)(C#N)C1=CC(=CC(=C1)CN2C=NC=N2)C(C)(C)C#N. Cell line: EKVX. Synergy scores: CSS=1.87, Synergy_ZIP=-1.67, Synergy_Bliss=-2.38, Synergy_Loewe=-2.06, Synergy_HSA=-2.65. (5) Drug 1: COC1=C(C=C2C(=C1)N=CN=C2NC3=CC(=C(C=C3)F)Cl)OCCCN4CCOCC4. Drug 2: C1=NC2=C(N1)C(=S)N=CN2. Cell line: CCRF-CEM. Synergy scores: CSS=47.9, Synergy_ZIP=-0.368, Synergy_Bliss=-1.52, Synergy_Loewe=-14.9, Synergy_HSA=0.762. (6) Drug 1: CC=C1C(=O)NC(C(=O)OC2CC(=O)NC(C(=O)NC(CSSCCC=C2)C(=O)N1)C(C)C)C(C)C. Drug 2: CS(=O)(=O)CCNCC1=CC=C(O1)C2=CC3=C(C=C2)N=CN=C3NC4=CC(=C(C=C4)OCC5=CC(=CC=C5)F)Cl. Cell line: MALME-3M. Synergy scores: CSS=30.7, Synergy_ZIP=-6.47, Synergy_Bliss=-11.4, Synergy_Loewe=-58.4, Synergy_HSA=-11.9. (7) Drug 1: CC12CCC(CC1=CCC3C2CCC4(C3CC=C4C5=CN=CC=C5)C)O. Drug 2: C1=CN(C=N1)CC(O)(P(=O)(O)O)P(=O)(O)O. Cell line: HOP-62. Synergy scores: CSS=-1.23, Synergy_ZIP=4.59, Synergy_Bliss=6.47, Synergy_Loewe=0.0312, Synergy_HSA=2.17. (8) Synergy scores: CSS=54.2, Synergy_ZIP=-3.81, Synergy_Bliss=-0.858, Synergy_Loewe=-1.31, Synergy_HSA=1.97. Cell line: ACHN. Drug 1: CC1=C(C(CCC1)(C)C)C=CC(=CC=CC(=CC(=O)O)C)C. Drug 2: C1CN(CCN1C(=O)CCBr)C(=O)CCBr.